Task: Regression. Given a peptide amino acid sequence and an MHC pseudo amino acid sequence, predict their binding affinity value. This is MHC class II binding data.. Dataset: Peptide-MHC class II binding affinity with 134,281 pairs from IEDB The peptide sequence is NHFFNHHKVMLLGHD. The MHC is DRB1_0701 with pseudo-sequence DRB1_0701. The binding affinity (normalized) is 0.886.